Dataset: Full USPTO retrosynthesis dataset with 1.9M reactions from patents (1976-2016). Task: Predict the reactants needed to synthesize the given product. (1) Given the product [C:23]([NH:1][C:2]1[N:7]=[C:6]([S:8][CH3:9])[N:5]=[C:4]([NH:10][CH:11]=[C:12]([C:13]([O:15][CH2:16][CH3:17])=[O:14])[C:18]([O:20][CH2:21][CH3:22])=[O:19])[CH:3]=1)(=[O:25])[CH3:24], predict the reactants needed to synthesize it. The reactants are: [NH2:1][C:2]1[N:7]=[C:6]([S:8][CH3:9])[N:5]=[C:4]([NH:10][CH:11]=[C:12]([C:18]([O:20][CH2:21][CH3:22])=[O:19])[C:13]([O:15][CH2:16][CH3:17])=[O:14])[CH:3]=1.[C:23](OC(=O)C)(=[O:25])[CH3:24]. (2) The reactants are: C([BH3-])#N.[Na+].[F:5][C:6]([F:18])([F:17])[O:7][C:8]1[CH:16]=[CH:15][CH:14]=[C:13]2[C:9]=1[CH:10]=[CH:11][NH:12]2.[OH-].[Na+]. Given the product [F:18][C:6]([F:5])([F:17])[O:7][C:8]1[CH:16]=[CH:15][CH:14]=[C:13]2[C:9]=1[CH2:10][CH2:11][NH:12]2, predict the reactants needed to synthesize it. (3) The reactants are: [NH3:1].[CH3:2][CH:3]([C:5]1[CH:10]=[CH:9][C:8]([S:11](Cl)(=[O:13])=[O:12])=[CH:7][CH:6]=1)[CH3:4]. Given the product [CH3:2][CH:3]([C:5]1[CH:10]=[CH:9][C:8]([S:11]([NH2:1])(=[O:13])=[O:12])=[CH:7][CH:6]=1)[CH3:4], predict the reactants needed to synthesize it. (4) Given the product [N:20]12[CH2:21][CH2:22][CH:23]([CH2:18][CH2:19]1)[C@@H:1]([O:2][C:3](=[O:16])[C:4]([OH:15])([C:10]1[S:11][CH:12]=[CH:13][CH:14]=1)[CH2:5][CH2:6][CH2:7][CH2:8][CH3:9])[CH2:25]2, predict the reactants needed to synthesize it. The reactants are: [CH3:1][O:2][C:3](=[O:16])[C:4]([OH:15])([C:10]1[S:11][CH:12]=[CH:13][CH:14]=1)[CH2:5][CH2:6][CH2:7][CH2:8][CH3:9].O[C@@H:18]1[CH:23]2C[CH2:25][N:20]([CH2:21][CH2:22]2)[CH2:19]1. (5) Given the product [Cl:8][C:9]1[CH:10]=[CH:11][C:12]([NH:15][C:16](=[O:32])[C:17]2[CH:22]=[CH:21][CH:20]=[CH:19][C:18]=2[NH:23][C:24]([O:26][CH:27]2[CH2:31][CH2:30][N:29]([CH:33]3[CH2:37][CH2:36][CH2:35][CH2:34]3)[CH2:28]2)=[O:25])=[N:13][CH:14]=1, predict the reactants needed to synthesize it. The reactants are: FC(F)(F)C(O)=O.[Cl:8][C:9]1[CH:10]=[CH:11][C:12]([NH:15][C:16](=[O:32])[C:17]2[CH:22]=[CH:21][CH:20]=[CH:19][C:18]=2[NH:23][C:24]([O:26][CH:27]2[CH2:31][CH2:30][NH:29][CH2:28]2)=[O:25])=[N:13][CH:14]=1.[C:33]1(=O)[CH2:37][CH2:36][CH2:35][CH2:34]1.C([BH3-])#N.[Na+]. (6) Given the product [F:1][C:2]([F:15])([F:14])[S:3]([N:16]=[N+:17]=[N-:18])(=[O:5])=[O:4], predict the reactants needed to synthesize it. The reactants are: [F:1][C:2]([F:15])([F:14])[S:3](O[S:3]([C:2]([F:15])([F:14])[F:1])(=[O:5])=[O:4])(=[O:5])=[O:4].[N-:16]=[N+:17]=[N-:18].[Na+].